Regression. Given a peptide amino acid sequence and an MHC pseudo amino acid sequence, predict their binding affinity value. This is MHC class I binding data. From a dataset of Peptide-MHC class I binding affinity with 185,985 pairs from IEDB/IMGT. (1) The peptide sequence is SLRAEDTA. The MHC is Mamu-B01 with pseudo-sequence Mamu-B01. The binding affinity (normalized) is 0. (2) The peptide sequence is MMKDEPVVF. The MHC is HLA-A02:01 with pseudo-sequence HLA-A02:01. The binding affinity (normalized) is 0.290. (3) The peptide sequence is RFFKHFMSL. The MHC is HLA-B83:01 with pseudo-sequence HLA-B83:01. The binding affinity (normalized) is 0.213. (4) The peptide sequence is VYENAFLPF. The MHC is HLA-A26:01 with pseudo-sequence HLA-A26:01. The binding affinity (normalized) is 0.643. (5) The peptide sequence is RPALVVDTP. The MHC is HLA-B57:01 with pseudo-sequence HLA-B57:01. The binding affinity (normalized) is 0.0847. (6) The peptide sequence is TLNAWVKVV. The MHC is HLA-B40:02 with pseudo-sequence HLA-B40:02. The binding affinity (normalized) is 0.